This data is from Experimentally validated miRNA-target interactions with 360,000+ pairs, plus equal number of negative samples. The task is: Binary Classification. Given a miRNA mature sequence and a target amino acid sequence, predict their likelihood of interaction. (1) The miRNA is hsa-miR-874-5p with sequence CGGCCCCACGCACCAGGGUAAGA. The protein sequence of the target gene is MAAAGLVAVVAAAEYSGPVASGGNLSGATCGPSPGLGPGPGPGSWSRSVDRALEEAAVTGVLSLSGRKLREFPRGAANHDLTDTTRADLSRNRLSEIPMEACHFVSLESLNLYQNCIRYIPEAVLNLQALTFLNISRNQLSTLPVHLCNLPLKVLIASNNKLVSLPEEIGHLRHLTELDVSCNEIQTVPSQIGNLEALRDFNVRRNHLLRLPEELAEVPLIRLDFSCNKITVIPVCYRNLRHLQVITLDNNPLQSPPAQICIKGKIHIFKYLNIQACKIAPDLPDYERRPLGFGSCHEEL.... Result: 0 (no interaction). (2) The miRNA is mmu-miR-297c-5p with sequence AUGUAUGUGUGCAUGUACAUGU. The protein sequence of the target gene is MLKPSVTSAPTADMATLTVVQPLTLDRDVARAIELLEKLQESGEVPVHKLQSLKKVLQSEFCTAIREVYQYMHETITVNGCPEFRARATAKATVAAFAASEGHSHPRVVELPKTDEGLGFNVMGGKEQNSPIYISRIIPGGVAERHGGLKRGDQLLSVNGVSVEGEHHEKAVELLKAAKDSVKLVVRYTPKVLEEMEARFEKLRTARRRQQQQLLIQQQQQQQQQQPQQNHMS. Result: 1 (interaction). (3) The miRNA is hsa-miR-3678-5p with sequence UCCGUACAAACUCUGCUGUG. Result: 0 (no interaction). The protein sequence of the target gene is MGALRPTLLPPSLPLLLLLMLGMGCWAREVLVPEGPLYRVAGTAVSISCNVTGYEGPAQQNFEWFLYRPEAPDTALGIVSTKDTQFSYAVFKSRVVAGEVQVQRLQGDAVVLKIARLQAQDAGIYECHTPSTDTRYLGSYSGKVELRVLPDVLQVSAAPPGPRGRQAPTSPPRMTVHEGQELALGCLARTSTQKHTHLAVSFGRSVPEAPVGRSTLQEVVGIRSDLAVEAGAPYAERLAAGELRLGKEGTDRYRMVVGGAQAGDAGTYHCTAAEWIQDPDGSWAQIAEKRAVLAHVDVQT.... (4) The miRNA is hsa-miR-939-5p with sequence UGGGGAGCUGAGGCUCUGGGGGUG. The protein sequence of the target gene is MPAFLGLKCLGKLCSSEKSKVTSSERTSARGSNRKRLIVEDRRVSGTSFTAHRRATITHLLYLCPKDYCPRGRVCNSVDPFVAHPQDPHHPSEKPVIHCHKCGEPCKGEVLRVQTKHFHIKCFTCKVCGCDLAQGGFFIKNGEYLCTLDYQRMYGTRCHGCGEFVEGEVVTALGKTYHPNCFACTICKRPFPPGDRVTFNGRDCLCQLCAQPMSSSPKETTFSSNCAGCGRDIKNGQALLALDKQWHLGCFKCKSCGKVLTGEYISKDGAPYCEKDYQGLFGVKCEACHQFITGKVLEAG.... Result: 0 (no interaction). (5) The miRNA is hsa-miR-4509 with sequence ACUAAAGGAUAUAGAAGGUUUU. The protein sequence of the target gene is MPLLHRKPFVRQKPPADLRPDEEVFYCKVTNEIFRHYDDFFERTILCNSLVWSCAVTGRPGLTYQEALESEKKARQNLQSFPEPLIIPVLYLTSLTHRSRLHEICDDIFAYVKDRYFVEETVEVIRNNGARLQCRILEVLPPSHQNGFANGHVNSVDGETIIISDSDDSETQSCSFQNGKKKDAIDPLLFKYKVQPTKKELHESAIVKATQISRRKHLFSRDKLKLFLKQHCEPQDGVIKIKASSLSTYKIAEQDFSYFFPDDPPTFIFSPANRRRGRPPKRIHISQEDNVANKQTLASY.... Result: 0 (no interaction).